Task: Predict the reactants needed to synthesize the given product.. Dataset: Full USPTO retrosynthesis dataset with 1.9M reactions from patents (1976-2016) (1) Given the product [NH2:20][C:31]1[N:28]([CH3:29])[C:6]([CH:1]([CH3:2])[CH3:11])=[N:34][C:32]=1[C:13]#[N:12], predict the reactants needed to synthesize it. The reactants are: [C:1]1([CH3:11])[CH:6]=CC(S(O)(=O)=O)=C[CH:2]=1.[NH2:12][C:13](CC#N)(O)C#N.[NH3:20].O1CCCC1.C([N:28]([CH2:31][CH3:32])[CH2:29]C)C.C[NH2:34]. (2) Given the product [C:1]([C:4]1[CH:20]=[CH:19][C:7]([NH:8][C:9](=[O:18])[C:10]2[CH:15]=[CH:14][C:13]([C@H:16]3[O:41][CH2:40][C@H:39]([S:38][C@H:36]([CH3:37])[C@:29]([C:23]4[CH:24]=[CH:25][C:26]([F:28])=[CH:27][C:22]=4[F:21])([OH:44])[CH2:30][N:31]4[CH:35]=[N:34][CH:33]=[N:32]4)[CH2:42][O:17]3)=[CH:12][CH:11]=2)=[CH:6][CH:5]=1)(=[O:3])[CH3:2], predict the reactants needed to synthesize it. The reactants are: [C:1]([C:4]1[CH:20]=[CH:19][C:7]([NH:8][C:9](=[O:18])[C:10]2[CH:15]=[CH:14][C:13]([CH:16]=[O:17])=[CH:12][CH:11]=2)=[CH:6][CH:5]=1)(=[O:3])[CH3:2].[F:21][C:22]1[CH:27]=[C:26]([F:28])[CH:25]=[CH:24][C:23]=1[C@:29]([OH:44])([C@H:36]([S:38][CH:39]([CH2:42]O)[CH2:40][OH:41])[CH3:37])[CH2:30][N:31]1[CH:35]=[N:34][CH:33]=[N:32]1.O.C1(C)C=CC(S(O)(=O)=O)=CC=1. (3) Given the product [Cl:1][C:2]1[N:10]=[C:9]([Cl:11])[CH:8]=[C:7]([CH3:12])[C:3]=1[C:4]([O:6][C:19]([CH3:18])([CH3:20])[CH3:26])=[O:5], predict the reactants needed to synthesize it. The reactants are: [Cl:1][C:2]1[N:10]=[C:9]([Cl:11])[CH:8]=[C:7]([CH3:12])[C:3]=1[C:4]([OH:6])=[O:5].C(OC[CH2:18][CH2:19][CH3:20])(=O)C.Cl(O)(=O)(=O)=O.[CH2:26](Cl)Cl. (4) Given the product [N+:17]([C:20]1[CH:25]=[CH:24][C:23]([O:14][C:13]([C:7]2[C:6]3[N:5]([N:4]=[C:3]([CH2:1][CH3:2])[CH:16]=3)[C:10]([O:11][CH3:12])=[CH:9][CH:8]=2)=[O:15])=[CH:22][CH:21]=1)([O-:19])=[O:18], predict the reactants needed to synthesize it. The reactants are: [CH2:1]([C:3]1[CH:16]=[C:6]2[C:7]([C:13]([OH:15])=[O:14])=[CH:8][CH:9]=[C:10]([O:11][CH3:12])[N:5]2[N:4]=1)[CH3:2].[N+:17]([C:20]1[CH:25]=[CH:24][C:23](O)=[CH:22][CH:21]=1)([O-:19])=[O:18].Cl.CN(C)CCCN=C=NCC.CN(C1C=CC=CN=1)C. (5) Given the product [Br:1][C:2]1[CH:3]=[C:4]2[C:5]([NH:8][C@@H:9]([CH2:13][CH3:14])[C:10](=[O:11])[NH:15]2)=[CH:6][CH:7]=1, predict the reactants needed to synthesize it. The reactants are: [Br:1][C:2]1[CH:7]=[CH:6][C:5]([NH:8][C@@H:9]([CH2:13][CH3:14])[C:10](O)=[O:11])=[C:4]([N+:15]([O-])=O)[CH:3]=1. (6) Given the product [Cl:10][C:9]1[C:4]([O:11][CH2:12][CH2:13][O:14][C:15]2[C:20]3[N:21]=[C:22]([NH2:24])[O:23][C:19]=3[CH:18]=[CH:17][CH:16]=2)=[N:5][CH:6]=[CH:7][N:8]=1, predict the reactants needed to synthesize it. The reactants are: [H-].[Na+].Cl[C:4]1[C:9]([Cl:10])=[N:8][CH:7]=[CH:6][N:5]=1.[OH:11][CH2:12][CH2:13][O:14][C:15]1[C:20]2[N:21]=[C:22]([NH2:24])[O:23][C:19]=2[CH:18]=[CH:17][CH:16]=1.